The task is: Predict the reaction yield, written as a fraction of the theoretical maximum amount of product (1.0 means a 100% yield; for example, 0.34 means a 34% yield).. This data is from Reaction yield outcomes from USPTO patents with 853,638 reactions. (1) The reactants are [H-].[Na+].[Br:3][C:4]1[CH:5]=[C:6]2[C:11](=[CH:12][CH:13]=1)[CH:10]=[C:9]([OH:14])[CH:8]=[CH:7]2.[CH2:15](Br)[C:16]1[CH:21]=[CH:20][CH:19]=[CH:18][CH:17]=1. The catalyst is CN(C)C=O.CCOC(C)=O.C([O-])(O)=O.[Na+]. The product is [CH2:15]([O:14][C:9]1[CH:8]=[CH:7][C:6]2[C:11](=[CH:12][CH:13]=[C:4]([Br:3])[CH:5]=2)[CH:10]=1)[C:16]1[CH:21]=[CH:20][CH:19]=[CH:18][CH:17]=1. The yield is 0.900. (2) The yield is 0.425. The catalyst is C(Cl)Cl. The reactants are C(O)(C(F)(F)F)=O.[F:8][C:9]1[CH:38]=[CH:37][CH:36]=[C:35]([NH:39][C:40](=[O:56])[CH:41]([OH:55])[CH:42]([C:49]2[CH:54]=[CH:53][CH:52]=[CH:51][CH:50]=2)[C:43]2[CH:48]=[CH:47][CH:46]=[CH:45][CH:44]=2)[C:10]=1[CH2:11][CH2:12][C@@H:13]1[N:18]([S:19]([C:22]2[CH:27]=[CH:26][CH:25]=[CH:24][CH:23]=2)(=[O:21])=[O:20])[CH2:17][CH2:16][N:15](C(OC(C)(C)C)=O)[CH2:14]1. The product is [F:8][C:9]1[C:10]([CH2:11][CH2:12][C@H:13]2[CH2:14][NH:15][CH2:16][CH2:17][N:18]2[S:19]([C:22]2[CH:27]=[CH:26][CH:25]=[CH:24][CH:23]=2)(=[O:20])=[O:21])=[C:35]([NH:39][C:40](=[O:56])[C@@H:41]([OH:55])[CH:42]([C:43]2[CH:44]=[CH:45][CH:46]=[CH:47][CH:48]=2)[C:49]2[CH:54]=[CH:53][CH:52]=[CH:51][CH:50]=2)[CH:36]=[CH:37][CH:38]=1. (3) The reactants are Cl[C:2]1[CH:17]=[CH:16][C:5]([C:6]([N:8]([CH3:15])[CH:9]2[CH2:14][CH2:13][O:12][CH2:11][CH2:10]2)=[O:7])=[C:4]([S:18][CH2:19][CH2:20][CH3:21])[N:3]=1.[NH:22]1[CH2:27][CH2:26][CH2:25][C@@H:24]([CH2:28][C:29]([O:31][CH3:32])=[O:30])[CH2:23]1.Cl.C(=O)([O-])[O-].[K+].[K+]. The catalyst is C(#N)CCC.C(Cl)Cl. The product is [CH3:15][N:8]([CH:9]1[CH2:14][CH2:13][O:12][CH2:11][CH2:10]1)[C:6]([C:5]1[CH:16]=[CH:17][C:2]([N:22]2[CH2:27][CH2:26][CH2:25][C@@H:24]([CH2:28][C:29]([O:31][CH3:32])=[O:30])[CH2:23]2)=[N:3][C:4]=1[S:18][CH2:19][CH2:20][CH3:21])=[O:7]. The yield is 0.570. (4) The reactants are [CH3:1][C:2]1[C:6]2[C:7](=[O:19])[N:8]([CH2:12][CH2:13][N:14]3[CH2:18][CH2:17][CH2:16][CH2:15]3)[CH2:9][CH2:10][CH2:11][C:5]=2[NH:4][C:3]=1[CH:20]=O.[C:22]1([C:28]2[CH:29]=[C:30]3[C:34](=[CH:35][CH:36]=2)[NH:33][C:32](=[O:37])[CH2:31]3)[CH:27]=[CH:26][CH:25]=[CH:24][CH:23]=1. No catalyst specified. The product is [CH3:1][C:2]1[C:6]2[C:7](=[O:19])[N:8]([CH2:12][CH2:13][N:14]3[CH2:15][CH2:16][CH2:17][CH2:18]3)[CH2:9][CH2:10][CH2:11][C:5]=2[NH:4][C:3]=1/[CH:20]=[C:31]1\[C:32](=[O:37])[NH:33][C:34]2[C:30]\1=[CH:29][C:28]([C:22]1[CH:27]=[CH:26][CH:25]=[CH:24][CH:23]=1)=[CH:36][CH:35]=2. The yield is 0.623. (5) The reactants are [NH2:1][C:2]1[N:7]=[CH:6][C:5](/[CH:8]=[CH:9]/[C:10]([OH:12])=O)=[CH:4][CH:3]=1.[CH3:13][NH:14][C@@H:15]([C:17]1[O:18][C:19]2[CH:27]=[CH:26][CH:25]=[CH:24][C:20]=2[C:21]=1[CH2:22][CH3:23])[CH3:16].CCN=C=NCCCN(C)C.C1C=CC2N(O)N=NC=2C=1.CCN(C(C)C)C(C)C. The catalyst is CN(C=O)C.O. The product is [NH2:1][C:2]1[N:7]=[CH:6][C:5](/[CH:8]=[CH:9]/[C:10]([N:14]([C@@H:15]([C:17]2[O:18][C:19]3[CH:27]=[CH:26][CH:25]=[CH:24][C:20]=3[C:21]=2[CH2:22][CH3:23])[CH3:16])[CH3:13])=[O:12])=[CH:4][CH:3]=1. The yield is 0.250. (6) The reactants are C[O:2][C:3]([C:5]1[CH:6]=[C:7]2[CH:13]=[C:12]([C@@H:14]([C:21]3[CH:26]=[CH:25][C:24]([S:27]([CH3:30])(=[O:29])=[O:28])=[CH:23][CH:22]=3)[CH2:15][CH:16]3[CH2:20][CH2:19][CH2:18][CH2:17]3)[NH:11][C:8]2=[N:9][CH:10]=1)=[O:4].Cl. The catalyst is O1CCCC1.[OH-].[Na+].C(OCC)(=O)C. The product is [CH:16]1([CH2:15][C@@H:14]([C:12]2[NH:11][C:8]3=[N:9][CH:10]=[C:5]([C:3]([OH:4])=[O:2])[CH:6]=[C:7]3[CH:13]=2)[C:21]2[CH:26]=[CH:25][C:24]([S:27]([CH3:30])(=[O:29])=[O:28])=[CH:23][CH:22]=2)[CH2:20][CH2:19][CH2:18][CH2:17]1. The yield is 0.866.